This data is from Catalyst prediction with 721,799 reactions and 888 catalyst types from USPTO. The task is: Predict which catalyst facilitates the given reaction. (1) Reactant: [CH3:1][O:2][C:3](=[O:27])[C:4]1[CH:9]=[CH:8][CH:7]=[C:6]([CH2:10][N:11]2[C:16](=[O:17])[CH:15]=[CH:14][C:13]([C:18]3[CH:23]=[CH:22][CH:21]=[C:20]([CH2:24][CH2:25][OH:26])[CH:19]=3)=[N:12]2)[CH:5]=1.C(N(C(C)C)CC)(C)C.[CH3:37][S:38](Cl)(=[O:40])=[O:39]. Product: [CH3:1][O:2][C:3](=[O:27])[C:4]1[CH:9]=[CH:8][CH:7]=[C:6]([CH2:10][N:11]2[C:16](=[O:17])[CH:15]=[CH:14][C:13]([C:18]3[CH:23]=[CH:22][CH:21]=[C:20]([CH2:24][CH2:25][O:26][S:38]([CH3:37])(=[O:40])=[O:39])[CH:19]=3)=[N:12]2)[CH:5]=1. The catalyst class is: 56. (2) Reactant: [F:1][C:2]1[CH:7]=[CH:6][CH:5]=[CH:4][C:3]=1[C@H:8]([N:10]([CH2:23][C:24]1[CH:57]=[CH:56][C:27]([C:28]([NH:30][C@@H:31]2[CH2:35][N:34](C(OC(C)(C)C)=O)[C@H:33]([C:43](=[O:55])[NH:44][C@H:45]3[C:54]4[C:49](=[CH:50][CH:51]=[CH:52][CH:53]=4)[CH2:48][CH2:47][CH2:46]3)[CH2:32]2)=[O:29])=[CH:26][CH:25]=1)[C:11]([C@@H:13]1[CH2:22][C:21]2[C:16](=[CH:17][CH:18]=[CH:19][CH:20]=2)[CH2:15][NH:14]1)=[O:12])[CH3:9].Cl. Product: [F:1][C:2]1[CH:7]=[CH:6][CH:5]=[CH:4][C:3]=1[C@H:8]([N:10]([CH2:23][C:24]1[CH:57]=[CH:56][C:27]([C:28](=[O:29])[NH:30][C@H:31]2[CH2:32][C@@H:33]([C:43](=[O:55])[NH:44][C@H:45]3[C:54]4[C:49](=[CH:50][CH:51]=[CH:52][CH:53]=4)[CH2:48][CH2:47][CH2:46]3)[NH:34][CH2:35]2)=[CH:26][CH:25]=1)[C:11]([C@@H:13]1[CH2:22][C:21]2[C:16](=[CH:17][CH:18]=[CH:19][CH:20]=2)[CH2:15][NH:14]1)=[O:12])[CH3:9]. The catalyst class is: 2. (3) Reactant: [CH3:1][O:2][C:3]1[CH:4]=[C:5]([CH:11]=[CH:12][C:13]([OH:15])=O)[CH:6]=[CH:7][C:8]=1[O:9][CH3:10].O[NH:17][C:18]([CH:20]1[CH2:25][CH2:24][CH2:23][CH2:22][CH2:21]1)=[NH:19]. Product: [CH:20]1([C:18]2[N:19]=[C:13]([CH:12]=[CH:11][C:5]3[CH:6]=[CH:7][C:8]([O:9][CH3:10])=[C:3]([O:2][CH3:1])[CH:4]=3)[O:15][N:17]=2)[CH2:25][CH2:24][CH2:23][CH2:22][CH2:21]1. The catalyst class is: 11.